This data is from Catalyst prediction with 721,799 reactions and 888 catalyst types from USPTO. The task is: Predict which catalyst facilitates the given reaction. (1) Reactant: C[Al](C)C.[NH:5]1[CH2:9][CH2:8][CH2:7][CH2:6]1.[NH2:10][C:11]1[CH:12]=[C:13]([C:21]([O:23]C)=O)[CH:14]=[C:15]([C:17]([O:19]C)=O)[CH:16]=1.O. Product: [N:5]1([C:21]([C:13]2[CH:12]=[C:11]([CH:16]=[C:15]([C:17]([N:5]3[CH2:9][CH2:8][CH2:7][CH2:6]3)=[O:19])[CH:14]=2)[NH2:10])=[O:23])[CH2:9][CH2:8][CH2:7][CH2:6]1. The catalyst class is: 2. (2) Reactant: [CH3:1][N:2]1[CH2:7][CH2:6][N:5]([C:8]([C:10]2([C:16]3[CH:21]=[CH:20][CH:19]=[CH:18][CH:17]=3)[CH2:15][CH2:14][NH:13][CH2:12][CH2:11]2)=[O:9])[CH2:4][CH2:3]1.[C:22]1([CH:28]([N:35]=[C:36]=[O:37])[C:29]2[CH:34]=[CH:33][CH:32]=[CH:31][CH:30]=2)[CH:27]=[CH:26][CH:25]=[CH:24][CH:23]=1. Product: [CH:28]([NH:35][C:36]([N:13]1[CH2:12][CH2:11][C:10]([C:8]([N:5]2[CH2:6][CH2:7][N:2]([CH3:1])[CH2:3][CH2:4]2)=[O:9])([C:16]2[CH:21]=[CH:20][CH:19]=[CH:18][CH:17]=2)[CH2:15][CH2:14]1)=[O:37])([C:29]1[CH:30]=[CH:31][CH:32]=[CH:33][CH:34]=1)[C:22]1[CH:27]=[CH:26][CH:25]=[CH:24][CH:23]=1. The catalyst class is: 2. (3) Reactant: C(OC([N:8]1[CH2:13][CH2:12][C@@H:11]([C:14]2[CH:15]=[N:16][CH:17]=[CH:18][CH:19]=2)[C@H:10]([C:20]2[CH:25]=[CH:24][C:23]([C:26]3[CH:31]=[CH:30][CH:29]=[CH:28][C:27]=3[CH2:32][CH2:33][CH2:34][O:35][CH3:36])=[CH:22][C:21]=2[CH3:37])[CH2:9]1)=O)(C)(C)C.CO. Product: [CH3:36][O:35][CH2:34][CH2:33][CH2:32][C:27]1[CH:28]=[CH:29][CH:30]=[CH:31][C:26]=1[C:23]1[CH:24]=[CH:25][C:20]([C@H:10]2[C@H:11]([C:14]3[CH:15]=[N:16][CH:17]=[CH:18][CH:19]=3)[CH2:12][CH2:13][NH:8][CH2:9]2)=[C:21]([CH3:37])[CH:22]=1. The catalyst class is: 2. (4) Product: [Cl:1][C:2]1[CH:3]=[CH:4][C:5]2[N:11]3[C:12]([C:15]([F:18])([F:17])[F:16])=[N:13][N:14]=[C:10]3[C@@H:9]([CH2:19][C:20]([OH:22])=[O:21])[O:8][C@H:7]([C:25]3[CH:30]=[CH:29][CH:28]=[C:27]([O:31][CH3:32])[C:26]=3[O:33][CH3:34])[C:6]=2[CH:35]=1. The catalyst class is: 155. Reactant: [Cl:1][C:2]1[CH:3]=[CH:4][C:5]2[N:11]3[C:12]([C:15]([F:18])([F:17])[F:16])=[N:13][N:14]=[C:10]3[C@@H:9]([CH2:19][C:20]([O:22]CC)=[O:21])[O:8][C@H:7]([C:25]3[CH:30]=[CH:29][CH:28]=[C:27]([O:31][CH3:32])[C:26]=3[O:33][CH3:34])[C:6]=2[CH:35]=1.Cl. (5) Reactant: [CH3:1][O:2][C:3]1[CH:8]=[CH:7][C:6]([N:9]2[CH2:14][CH2:13][NH:12][CH2:11][CH2:10]2)=[C:5]([CH:15]2[CH2:20][C:19]([CH3:22])([CH3:21])[CH2:18][C:17]([CH3:24])([CH3:23])[CH2:16]2)[CH:4]=1.[CH:25](=O)[CH2:26][CH2:27][CH3:28].C(O[BH-](OC(=O)C)OC(=O)C)(=O)C.[Na+].C(O)(=O)C.C(=O)([O-])O.[Na+]. Product: [CH2:25]([N:12]1[CH2:13][CH2:14][N:9]([C:6]2[CH:7]=[CH:8][C:3]([O:2][CH3:1])=[CH:4][C:5]=2[CH:15]2[CH2:20][C:19]([CH3:22])([CH3:21])[CH2:18][C:17]([CH3:24])([CH3:23])[CH2:16]2)[CH2:10][CH2:11]1)[CH2:26][CH2:27][CH3:28]. The catalyst class is: 54. (6) Reactant: Cl[C:2]1[N:7]=[C:6]([C:8]2[CH:13]=[CH:12][CH:11]=[CH:10][CH:9]=2)[N:5]=[C:4]([NH:14][CH3:15])[N:3]=1.[NH:16]1[CH2:21][CH2:20][CH:19]([C:22]([OH:24])=[O:23])[CH2:18][CH2:17]1.[OH-].[Na+]. Product: [CH3:15][NH:14][C:4]1[N:5]=[C:6]([C:8]2[CH:9]=[CH:10][CH:11]=[CH:12][CH:13]=2)[N:7]=[C:2]([N:16]2[CH2:21][CH2:20][CH:19]([C:22]([OH:24])=[O:23])[CH2:18][CH2:17]2)[N:3]=1. The catalyst class is: 144. (7) The catalyst class is: 25. Product: [Cl:10][C:11]1[C:12]([F:20])=[CH:13][C:14]([F:19])=[C:15]([CH:18]=1)[CH2:16][NH:17][C:4](=[O:5])[CH:3]([O:8][CH3:9])[O:2][CH3:1]. Reactant: [CH3:1][O:2][CH:3]([O:8][CH3:9])[C:4](OC)=[O:5].[Cl:10][C:11]1[C:12]([F:20])=[CH:13][C:14]([F:19])=[C:15]([CH:18]=1)[CH2:16][NH2:17].